The task is: Predict the product of the given reaction.. This data is from Forward reaction prediction with 1.9M reactions from USPTO patents (1976-2016). (1) Given the reactants [N:1]1([C:7]2[N:8]=[C:9]([CH2:14][C:15]([O-:17])=O)[NH:10][C:11](=[O:13])[CH:12]=2)[CH2:6][CH2:5][O:4][CH2:3][CH2:2]1.[Na+].[NH2:19][C:20]1[C:21]([OH:28])=[C:22]([CH:25]=[CH:26][CH:27]=1)[C:23]#[N:24].Cl.CN(C)CCCN=C=NCC, predict the reaction product. The product is: [C:23]([C:22]1[C:21]([OH:28])=[C:20]([NH:19][C:15](=[O:17])[CH2:14][C:9]2[NH:10][C:11](=[O:13])[CH:12]=[C:7]([N:1]3[CH2:2][CH2:3][O:4][CH2:5][CH2:6]3)[N:8]=2)[CH:27]=[CH:26][CH:25]=1)#[N:24]. (2) Given the reactants C(OC([NH:8][C@H:9]([CH3:31])[C@H:10]([NH:15][C:16](=[O:30])[C:17]1[CH:22]=[CH:21][C:20]([C:23]#[C:24][C:25]#[C:26][C@@H:27]([OH:29])[CH3:28])=[CH:19][CH:18]=1)[C:11]([O:13][CH3:14])=[O:12])=O)(C)(C)C.C(O)(C(F)(F)F)=O, predict the reaction product. The product is: [NH2:8][C@H:9]([CH3:31])[C@H:10]([NH:15][C:16](=[O:30])[C:17]1[CH:18]=[CH:19][C:20]([C:23]#[C:24][C:25]#[C:26][C@@H:27]([OH:29])[CH3:28])=[CH:21][CH:22]=1)[C:11]([O:13][CH3:14])=[O:12]. (3) Given the reactants Br[C:2]1[CH:7]=[C:6]([CH2:8][N:9]2[CH2:14][CH2:13][CH2:12][C:11]3([CH2:19][CH2:18][N:17]([C:20]4[CH:29]=[N:28][C:27]5[C:22](=[CH:23][CH:24]=[CH:25][CH:26]=5)[N:21]=4)[CH2:16][CH2:15]3)[C:10]2=[O:30])[CH:5]=[CH:4][N:3]=1.[CH3:31][O-:32].[Na+], predict the reaction product. The product is: [CH3:31][O:32][C:2]1[CH:7]=[C:6]([CH2:8][N:9]2[CH2:14][CH2:13][CH2:12][C:11]3([CH2:19][CH2:18][N:17]([C:20]4[CH:29]=[N:28][C:27]5[C:22](=[CH:23][CH:24]=[CH:25][CH:26]=5)[N:21]=4)[CH2:16][CH2:15]3)[C:10]2=[O:30])[CH:5]=[CH:4][N:3]=1. (4) Given the reactants [C@H:1]1([NH:15]C(=O)OCC2C=CC=CC=2)[CH2:6][CH2:5][C@H:4]([NH:7][C:8](=[O:14])[O:9][C:10]([CH3:13])([CH3:12])[CH3:11])[CH2:3][CH2:2]1, predict the reaction product. The product is: [NH2:15][C@@H:1]1[CH2:6][CH2:5][C@H:4]([NH:7][C:8](=[O:14])[O:9][C:10]([CH3:12])([CH3:11])[CH3:13])[CH2:3][CH2:2]1. (5) Given the reactants [Cl:1][C:2]1[CH:3]=[C:4](OS(C2C=CC(C)=CC=2)(=O)=O)[CH:5]=[C:6]([F:8])[CH:7]=1.[CH:20]#[C:21][CH2:22][CH2:23][CH2:24][CH2:25][CH3:26], predict the reaction product. The product is: [Cl:1][C:2]1[CH:3]=[C:4]([C:20]#[C:21][CH2:22][CH2:23][CH2:24][CH2:25][CH3:26])[CH:5]=[C:6]([F:8])[CH:7]=1.